This data is from Reaction yield outcomes from USPTO patents with 853,638 reactions. The task is: Predict the reaction yield, written as a fraction of the theoretical maximum amount of product (1.0 means a 100% yield; for example, 0.34 means a 34% yield). (1) The yield is 0.320. The reactants are [OH:1][C:2]1[CH:3]=[CH:4][C:5]([I:10])=[C:6]([CH:9]=1)[C:7]#[N:8].B.C1COCC1. The catalyst is C1COCC1. The product is [NH2:8][CH2:7][C:6]1[CH:9]=[C:2]([OH:1])[CH:3]=[CH:4][C:5]=1[I:10]. (2) The reactants are C(OC([N:8]1[C:16]2[C:11](=[CH:12][CH:13]=[CH:14][CH:15]=2)[CH:10]=[C:9]1[C:17]1[CH:22]=[C:21]([CH:23]=[O:24])[C:20]([O:25][CH3:26])=[CH:19][C:18]=1[O:27][CH3:28])=O)(C)(C)C.[N+](CCCC)(CCCC)(CCCC)CCCC.[F-].C(Cl)Cl. The catalyst is C1COCC1. The product is [NH:8]1[C:16]2[C:11](=[CH:12][CH:13]=[CH:14][CH:15]=2)[CH:10]=[C:9]1[C:17]1[C:18]([O:27][CH3:28])=[CH:19][C:20]([O:25][CH3:26])=[C:21]([CH:22]=1)[CH:23]=[O:24]. The yield is 0.300. (3) The reactants are [Cl:1][C:2]1[CH:7]=[CH:6][C:5]([OH:8])=[CH:4][CH:3]=1.Cl[C:10]1[CH:15]=[C:14]([CH3:16])[N:13]=[C:12]([NH:17][C:18]2[CH:23]=[CH:22][C:21]([N:24]3[CH:28]=[C:27]([CH3:29])[N:26]=[CH:25]3)=[C:20]([O:30][CH3:31])[CH:19]=2)[N:11]=1. No catalyst specified. The product is [Cl:1][C:2]1[CH:7]=[CH:6][C:5]([O:8][C:10]2[CH:15]=[C:14]([CH3:16])[N:13]=[C:12]([NH:17][C:18]3[CH:23]=[CH:22][C:21]([N:24]4[CH:28]=[C:27]([CH3:29])[N:26]=[CH:25]4)=[C:20]([O:30][CH3:31])[CH:19]=3)[N:11]=2)=[CH:4][CH:3]=1. The yield is 0.730. (4) The reactants are [C:1]([NH:12][C:13]1[CH:18]=[CH:17][C:16]([S:19](Cl)(=[O:21])=[O:20])=[CH:15][CH:14]=1)(=[O:11])[CH2:2][CH2:3][CH2:4][CH2:5][CH2:6][CH2:7][CH2:8][CH2:9][CH3:10].[NH2:23][C:24]1[S:28][C:27]([CH2:29][C:30]([O:32][CH2:33][CH3:34])=[O:31])=[N:26][N:25]=1.Cl. The catalyst is N1C=CC=CC=1. The product is [C:1]([NH:12][C:13]1[CH:18]=[CH:17][C:16]([S:19]([NH:23][C:24]2[S:28][C:27]([CH2:29][C:30]([O:32][CH2:33][CH3:34])=[O:31])=[N:26][N:25]=2)(=[O:21])=[O:20])=[CH:15][CH:14]=1)(=[O:11])[CH2:2][CH2:3][CH2:4][CH2:5][CH2:6][CH2:7][CH2:8][CH2:9][CH3:10]. The yield is 0.630.